From a dataset of Catalyst prediction with 721,799 reactions and 888 catalyst types from USPTO. Predict which catalyst facilitates the given reaction. (1) Reactant: C(O)(=O)C(O)=O.[NH2:7][C:8]1[C:12]([CH2:13][CH3:14])=[CH:11][NH:10][N:9]=1.[C:15]1(=O)[O:20][C:18](=[O:19])[C:17]2=[CH:21][CH:22]=[CH:23][CH:24]=[C:16]12.O. Product: [CH2:13]([C:12]1[C:8]([N:7]2[C:18](=[O:19])[C:17]3[C:16](=[CH:24][CH:23]=[CH:22][CH:21]=3)[C:15]2=[O:20])=[N:9][NH:10][CH:11]=1)[CH3:14]. The catalyst class is: 15. (2) Reactant: Cl[C:2]1[N:7]=[C:6]([CH3:8])[N:5]=[C:4]([NH:9][C:10]2[CH:15]=[CH:14][C:13]([CH2:16][CH2:17][OH:18])=[CH:12][CH:11]=2)[C:3]=1[N+:19]([O-:21])=[O:20].[C:22]([O:30][CH2:31][CH3:32])(=[O:29])[CH2:23][C:24]([O:26][CH2:27][CH3:28])=[O:25].[OH-].[Na+]. Product: [OH:18][CH2:17][CH2:16][C:13]1[CH:14]=[CH:15][C:10]([NH:9][C:4]2[N:5]=[C:6]([CH3:8])[N:7]=[C:2]([CH:23]([C:24]([O:26][CH2:27][CH3:28])=[O:25])[C:22]([O:30][CH2:31][CH3:32])=[O:29])[C:3]=2[N+:19]([O-:21])=[O:20])=[CH:11][CH:12]=1. The catalyst class is: 21. (3) Reactant: C([O:4][C@H:5]1[C@@H:27]([O:28]C(=O)C)[C@H:26]([O:32]C(=O)C)[C@@H:25]([CH2:36][O:37]C(=O)C)[O:24][C@@H:6]1[O:7][C:8]1[CH:13]=[CH:12][C:11]([N:14]2[C:22]3[C:17](=[CH:18][CH:19]=[CH:20][CH:21]=3)[CH2:16][CH2:15]2)=[CH:10][C:9]=1[Cl:23])(=O)C.C[O-].[Na+]. Product: [O:7]([C:8]1[CH:13]=[CH:12][C:11]([N:14]2[C:22]3[C:17](=[CH:18][CH:19]=[CH:20][CH:21]=3)[CH2:16][CH2:15]2)=[CH:10][C:9]=1[Cl:23])[C@H:6]1[O:24][C@H:25]([CH2:36][OH:37])[C@@H:26]([OH:32])[C@H:27]([OH:28])[C@@H:5]1[OH:4]. The catalyst class is: 5. (4) Reactant: [CH3:1][C:2]1([CH3:20])[CH:11]=[C:10]([C:12]2[CH:17]=[CH:16][C:15]([CH3:18])=[CH:14][CH:13]=2)[C:9]2[C:4](=[CH:5][CH:6]=[C:7](Br)[CH:8]=2)[S:3]1.[Li]CCCC.CN([CH:29]=[O:30])C. Product: [CH3:1][C:2]1([CH3:20])[CH:11]=[C:10]([C:12]2[CH:17]=[CH:16][C:15]([CH3:18])=[CH:14][CH:13]=2)[C:9]2[C:4](=[CH:5][CH:6]=[C:7]([CH:29]=[O:30])[CH:8]=2)[S:3]1. The catalyst class is: 134. (5) Reactant: [CH3:1][O:2][C:3]1[CH:8]=[CH:7][C:6]([C:9]2[N:14]=[C:13]([CH2:15][CH2:16][O:17][C:18]3[CH:19]=[C:20]4[C:24](=[CH:25][CH:26]=3)[C@H:23]([CH2:27][C:28]([O:30]CC)=[O:29])[CH2:22][CH2:21]4)[C:12]([CH3:33])=[CH:11][CH:10]=2)=[CH:5][CH:4]=1.[Li+].[OH-].CO.O. Product: [CH3:1][O:2][C:3]1[CH:4]=[CH:5][C:6]([C:9]2[N:14]=[C:13]([CH2:15][CH2:16][O:17][C:18]3[CH:19]=[C:20]4[C:24](=[CH:25][CH:26]=3)[C@H:23]([CH2:27][C:28]([OH:30])=[O:29])[CH2:22][CH2:21]4)[C:12]([CH3:33])=[CH:11][CH:10]=2)=[CH:7][CH:8]=1. The catalyst class is: 1. (6) Reactant: [Cl:1][C:2]1[CH:3]=[C:4]([CH:8]=[C:9]([Cl:11])[CH:10]=1)[C:5]([OH:7])=O.[CH3:12][Li]. Product: [Cl:11][C:9]1[CH:8]=[C:4]([C:5](=[O:7])[CH3:12])[CH:3]=[C:2]([Cl:1])[CH:10]=1. The catalyst class is: 1.